From a dataset of TCR-epitope binding with 47,182 pairs between 192 epitopes and 23,139 TCRs. Binary Classification. Given a T-cell receptor sequence (or CDR3 region) and an epitope sequence, predict whether binding occurs between them. (1) The epitope is PROT_97E67BCC. The TCR CDR3 sequence is CASSEGRAGGYTF. Result: 1 (the TCR binds to the epitope). (2) The epitope is NLVPMVATV. The TCR CDR3 sequence is CASSQDGGLGTDTQYF. Result: 1 (the TCR binds to the epitope). (3) The epitope is SGPLKAEIAQRLED. The TCR CDR3 sequence is CAISDVDRPYEQYF. Result: 0 (the TCR does not bind to the epitope). (4) The epitope is CINGVCWTV. The TCR CDR3 sequence is CATSDRPGGEQYF. Result: 0 (the TCR does not bind to the epitope). (5) The epitope is FVRATATIPI. The TCR CDR3 sequence is CASSLGLAAYEQYF. Result: 1 (the TCR binds to the epitope). (6) The epitope is LPRRSGAAGA. The TCR CDR3 sequence is CASSLVSGDTQYF. Result: 1 (the TCR binds to the epitope). (7) The epitope is ELAGIGILTV. The TCR CDR3 sequence is CAWSETGLGTGELFF. Result: 1 (the TCR binds to the epitope).